This data is from Full USPTO retrosynthesis dataset with 1.9M reactions from patents (1976-2016). The task is: Predict the reactants needed to synthesize the given product. (1) Given the product [Br:1][C:2]1[CH:7]=[CH:6][C:5]([S:8]([NH:12][C:13]2[CH:14]=[N:15][N:16]([CH3:19])[C:17]=2[CH3:18])(=[O:10])=[O:9])=[CH:4][CH:3]=1, predict the reactants needed to synthesize it. The reactants are: [Br:1][C:2]1[CH:7]=[CH:6][C:5]([S:8](Cl)(=[O:10])=[O:9])=[CH:4][CH:3]=1.[NH2:12][C:13]1[CH:14]=[N:15][N:16]([CH3:19])[C:17]=1[CH3:18]. (2) The reactants are: [CH3:1][O:2][C:3]1[CH:21]=[CH:20][C:6]([CH2:7][O:8][C:9]2[CH:10]=[CH:11][C:12]3[N:13]([C:15]([CH3:19])=[C:16]([NH2:18])[N:17]=3)[CH:14]=2)=[CH:5][CH:4]=1.[CH:22]1([C:25](Cl)=[O:26])[CH2:24][CH2:23]1.C(OCC)(=O)C.C(=O)([O-])O.[Na+]. Given the product [CH3:1][O:2][C:3]1[CH:4]=[CH:5][C:6]([CH2:7][O:8][C:9]2[CH:10]=[CH:11][C:12]3[N:13]([C:15]([CH3:19])=[C:16]([NH:18][C:25]([CH:22]4[CH2:24][CH2:23]4)=[O:26])[N:17]=3)[CH:14]=2)=[CH:20][CH:21]=1, predict the reactants needed to synthesize it.